This data is from Full USPTO retrosynthesis dataset with 1.9M reactions from patents (1976-2016). The task is: Predict the reactants needed to synthesize the given product. (1) Given the product [CH2:43]([O:42][C:40](=[O:41])[C:39]([OH:45])([C:38]([F:46])([F:47])[F:37])[CH2:34][C:30]([C:26]1[CH:27]=[CH:28][C:29]([O:21][CH3:12])=[C:24]([F:23])[CH:25]=1)=[C:31]([CH3:32])[CH3:33])[CH3:44], predict the reactants needed to synthesize it. The reactants are: C1C=C2C=CC(O)=C(C3C4C(=CC=CC=4)C=C[C:12]=3[OH:21])C2=CC=1.[F:23][C:24]1[CH:29]=[CH:28][CH:27]=[C:26]([C:30](=[CH2:34])[CH:31]([CH3:33])[CH3:32])[C:25]=1OC.[F:37][C:38]([F:47])([F:46])[C:39](=[O:45])[C:40]([O:42][CH2:43][CH3:44])=[O:41]. (2) Given the product [C:33]1([C:23]2[C:32]3[C:27](=[CH:28][CH:29]=[CH:30][CH:31]=3)[CH:26]=[CH:25][CH:24]=2)[C:42]2[C:37](=[CH:38][CH:39]=[CH:40][CH:41]=2)[CH:36]=[CH:35][CH:34]=1.[CH:34]1[C:33]2=[C:42]3[C:41]([C:31]4[C:32]5[C:27](=[CH:26][CH:25]=[CH:24][C:23]2=5)[CH:28]=[CH:29][CH:30]=4)=[CH:40][CH:39]=[CH:38][C:37]3=[CH:36][CH:35]=1, predict the reactants needed to synthesize it. The reactants are: C1C2C(=CC=CC=2)C=CC=1.N([O-])=O.[Na+].S(O)(C(F)(F)F)(=O)=O.[C:23]1([C:33]2[C:42]3[C:37](=[CH:38][CH:39]=[CH:40][CH:41]=3)[CH:36]=[CH:35][CH:34]=2)[C:32]2[C:27](=[CH:28][CH:29]=[CH:30][CH:31]=2)[CH:26]=[CH:25][CH:24]=1. (3) Given the product [F:1][C:2]1[N:10]=[C:9]2[C:5]([N:6]=[CH:7][N:8]2[CH:12]([CH3:17])[CH3:13])=[C:4]([Cl:11])[N:3]=1, predict the reactants needed to synthesize it. The reactants are: [F:1][C:2]1[N:10]=[C:9]2[C:5]([NH:6][CH:7]=[N:8]2)=[C:4]([Cl:11])[N:3]=1.[C:12]1(P(C2C=CC=CC=2)C2C=CC=CC=2)[CH:17]=CC=C[CH:13]=1.CC(O)C.N(C(OCC)=O)=NC(OCC)=O.